Dataset: Full USPTO retrosynthesis dataset with 1.9M reactions from patents (1976-2016). Task: Predict the reactants needed to synthesize the given product. (1) Given the product [CH3:23][O:22][C:20]1[CH:19]=[CH:18][C:17]2[N:16]([N:15]=[C:14]([C:24]3[CH:25]=[CH:26][C:27]([O:30][CH3:31])=[CH:28][CH:29]=3)[C:13]=2[CH2:2][C:3]2[N:8]=[C:7]([C:9]([O:11][CH3:12])=[O:10])[CH:6]=[CH:5][CH:4]=2)[CH:21]=1, predict the reactants needed to synthesize it. The reactants are: O[CH:2]([C:13]1[C:14]([C:24]2[CH:29]=[CH:28][C:27]([O:30][CH3:31])=[CH:26][CH:25]=2)=[N:15][N:16]2[CH:21]=[C:20]([O:22][CH3:23])[CH:19]=[CH:18][C:17]=12)[C:3]1[N:8]=[C:7]([C:9]([O:11][CH3:12])=[O:10])[CH:6]=[CH:5][CH:4]=1.C([SiH](CC)CC)C.FC(F)(F)C(O)=O.C(=O)(O)[O-].[Na+]. (2) Given the product [CH2:13]([C@@H:9]1[NH:8][C:5]2[C:4](=[CH:3][C:2]([F:1])=[CH:7][CH:6]=2)[NH:15][C:10]1=[O:11])[CH3:14], predict the reactants needed to synthesize it. The reactants are: [F:1][C:2]1[CH:7]=[CH:6][C:5]([NH:8][C@@H:9]([CH2:13][CH3:14])[C:10](O)=[O:11])=[C:4]([N+:15]([O-])=O)[CH:3]=1.C([C@H]1NC2C(=CC(F)=CC=2)NC1=O)C.